From a dataset of Reaction yield outcomes from USPTO patents with 853,638 reactions. Predict the reaction yield, written as a fraction of the theoretical maximum amount of product (1.0 means a 100% yield; for example, 0.34 means a 34% yield). (1) The reactants are [CH3:1][NH:2][C:3]1[N:8]=[C:7]([C:9]2[S:10][C:11]3[CH:19]=[CH:18][CH:17]=[CH:16][C:12]=3[C:13](=[O:15])[N:14]=2)[CH:6]=[CH:5][CH:4]=1.[C:20](Cl)(=[O:22])[CH3:21].CN(C)C(=O)C. The yield is 0.860. The catalyst is O. The product is [CH3:1][N:2]([C:3]1[CH:4]=[CH:5][CH:6]=[C:7]([C:9]2[S:10][C:11]3[CH:19]=[CH:18][CH:17]=[CH:16][C:12]=3[C:13](=[O:15])[N:14]=2)[N:8]=1)[C:20](=[O:22])[CH3:21]. (2) The reactants are Br[C:2]1[S:6][C:5]([N:7]2[CH2:12][C@H:11]([CH3:13])[O:10][C@H:9]([CH3:14])[CH2:8]2)=[N:4][C:3]=1[C:15]#[N:16].[CH3:17][C:18]1[CH:23]=[C:22](B(O)O)[CH:21]=[C:20]([CH3:27])[N:19]=1.O1CCOCC1.C(=O)([O-])[O-].[Na+].[Na+]. The catalyst is C(O)C.O.C1C=CC([P]([Pd]([P](C2C=CC=CC=2)(C2C=CC=CC=2)C2C=CC=CC=2)([P](C2C=CC=CC=2)(C2C=CC=CC=2)C2C=CC=CC=2)[P](C2C=CC=CC=2)(C2C=CC=CC=2)C2C=CC=CC=2)(C2C=CC=CC=2)C2C=CC=CC=2)=CC=1. The product is [CH3:14][C@H:9]1[O:10][C@@H:11]([CH3:13])[CH2:12][N:7]([C:5]2[S:6][C:2]([C:22]3[CH:21]=[C:20]([CH3:27])[N:19]=[C:18]([CH3:17])[CH:23]=3)=[C:3]([C:15]#[N:16])[N:4]=2)[CH2:8]1. The yield is 0.850. (3) The reactants are C[C@@H:2]1[CH2:7][CH2:6][CH2:5][CH2:4][C@H:3]1[NH:8][C:9]([C@@H:11]1[CH2:13][C@H:12]1[C:14]([OH:16])=O)=[O:10].B(OC)(OC)O[CH3:19].C1COCC1.Cl. No catalyst specified. The product is [CH3:19][C@H:6]1[CH2:7][CH2:2][C@H:3]([NH:8][C:9]([C@@H:11]2[CH2:13][C@H:12]2[CH2:14][OH:16])=[O:10])[CH2:4][CH2:5]1. The yield is 0.830. (4) The reactants are Cl.[NH2:2][CH:3]([C:7]1[CH:12]=[C:11]([O:13][CH3:14])[CH:10]=[C:9]([O:15][CH3:16])[CH:8]=1)[C:4]([OH:6])=[O:5].[OH-].[Na+].[C:19]([O:23][C:24](O[C:24]([O:23][C:19]([CH3:22])([CH3:21])[CH3:20])=[O:25])=[O:25])([CH3:22])([CH3:21])[CH3:20]. The catalyst is O1CCOCC1.O. The product is [C:19]([O:23][C:24]([NH:2][CH:3]([C:7]1[CH:8]=[C:9]([O:15][CH3:16])[CH:10]=[C:11]([O:13][CH3:14])[CH:12]=1)[C:4]([OH:6])=[O:5])=[O:25])([CH3:22])([CH3:21])[CH3:20]. The yield is 0.850. (5) The reactants are [CH3:1][C:2]([CH3:39])([CH3:38])[CH2:3][CH2:4][C:5]1(O)[C:14]2[C:9](=[CH:10][CH:11]=[CH:12][CH:13]=2)[C:8]([OH:15])=[C:7]([C:16]2[NH:21][C:20]3[CH:22]=[CH:23][C:24]([NH:26]C(=O)OC(C)(C)C)=[CH:25][C:19]=3[S:18](=[O:35])(=[O:34])[N:17]=2)[C:6]1=[O:36].[OH:40]S(O)(=O)=O.[C:45](#[N:47])[CH3:46]. No catalyst specified. The product is [NH2:26][C:24]1[CH:23]=[CH:22][C:20]2[NH:21][C:16]([C:7]3[C:6](=[O:36])[C:5]([NH:47][C:45](=[O:40])[CH3:46])([CH2:4][CH2:3][C:2]([CH3:38])([CH3:39])[CH3:1])[C:14]4[C:9]([C:8]=3[OH:15])=[CH:10][CH:11]=[CH:12][CH:13]=4)=[N:17][S:18](=[O:35])(=[O:34])[C:19]=2[CH:25]=1. The yield is 0.920. (6) The reactants are [N:1]1([CH2:6][CH2:7][CH2:8][O:9][C:10]2[CH:15]=[CH:14][C:13]([C:16]3([CH2:22][NH2:23])[CH2:21][CH2:20][O:19][CH2:18][CH2:17]3)=[CH:12][CH:11]=2)[CH2:5][CH2:4][CH2:3][CH2:2]1.[Cl:24][C:25]1[C:34]2[C:29](=[CH:30][CH:31]=[CH:32][CH:33]=2)[C:28](Cl)=[N:27][N:26]=1.C(N(CC)C(C)C)(C)C. The catalyst is CN(C)C=O. The product is [Cl:24][C:25]1[C:34]2[C:29](=[CH:30][CH:31]=[CH:32][CH:33]=2)[C:28]([NH:23][CH2:22][C:16]2([C:13]3[CH:14]=[CH:15][C:10]([O:9][CH2:8][CH2:7][CH2:6][N:1]4[CH2:5][CH2:4][CH2:3][CH2:2]4)=[CH:11][CH:12]=3)[CH2:17][CH2:18][O:19][CH2:20][CH2:21]2)=[N:27][N:26]=1. The yield is 0.610. (7) The catalyst is O.C1COCC1. The yield is 0.720. The product is [CH2:25]([N:24]([CH2:17][C:18]1[CH:23]=[CH:22][CH:21]=[CH:20][CH:19]=1)[CH:2]1[CH2:7][CH2:6][CH:5]([C:8]([O:10][CH2:11][CH3:12])=[O:9])[CH2:4][CH2:3]1)[C:26]1[CH:31]=[CH:30][CH:29]=[CH:28][CH:27]=1. The reactants are O=[C:2]1[CH2:7][CH2:6][CH:5]([C:8]([O:10][CH2:11][CH3:12])=[O:9])[CH2:4][CH2:3]1.CC(O)=O.[CH2:17]([NH:24][CH2:25][C:26]1[CH:31]=[CH:30][CH:29]=[CH:28][CH:27]=1)[C:18]1[CH:23]=[CH:22][CH:21]=[CH:20][CH:19]=1.[BH-](OC(C)=O)(OC(C)=O)OC(C)=O.[Na+]. (8) The reactants are [CH3:1][O:2][C:3](=[O:21])[C:4]1[CH:9]=[C:8]([C:10](=[O:12])[CH3:11])[CH:7]=[CH:6][C:5]=1[O:13][CH2:14][C:15]1[CH:20]=[CH:19][CH:18]=[CH:17][CH:16]=1.[Br:22]Br.C(OCC)C. The catalyst is C(Cl)(Cl)Cl.C1(C)C=CC=CC=1. The product is [CH3:1][O:2][C:3](=[O:21])[C:4]1[CH:9]=[C:8]([C:10](=[O:12])[CH2:11][Br:22])[CH:7]=[CH:6][C:5]=1[O:13][CH2:14][C:15]1[CH:16]=[CH:17][CH:18]=[CH:19][CH:20]=1. The yield is 0.550.